From a dataset of NCI-60 drug combinations with 297,098 pairs across 59 cell lines. Regression. Given two drug SMILES strings and cell line genomic features, predict the synergy score measuring deviation from expected non-interaction effect. (1) Drug 1: C1=CC=C(C=C1)NC(=O)CCCCCCC(=O)NO. Drug 2: CC1=C(N=C(N=C1N)C(CC(=O)N)NCC(C(=O)N)N)C(=O)NC(C(C2=CN=CN2)OC3C(C(C(C(O3)CO)O)O)OC4C(C(C(C(O4)CO)O)OC(=O)N)O)C(=O)NC(C)C(C(C)C(=O)NC(C(C)O)C(=O)NCCC5=NC(=CS5)C6=NC(=CS6)C(=O)NCCC[S+](C)C)O. Cell line: MDA-MB-435. Synergy scores: CSS=4.36, Synergy_ZIP=-2.38, Synergy_Bliss=-1.98, Synergy_Loewe=0.0417, Synergy_HSA=-0.397. (2) Drug 1: CC(CN1CC(=O)NC(=O)C1)N2CC(=O)NC(=O)C2. Drug 2: CC1=C(N=C(N=C1N)C(CC(=O)N)NCC(C(=O)N)N)C(=O)NC(C(C2=CN=CN2)OC3C(C(C(C(O3)CO)O)O)OC4C(C(C(C(O4)CO)O)OC(=O)N)O)C(=O)NC(C)C(C(C)C(=O)NC(C(C)O)C(=O)NCCC5=NC(=CS5)C6=NC(=CS6)C(=O)NCCC[S+](C)C)O. Cell line: NCI-H322M. Synergy scores: CSS=4.05, Synergy_ZIP=-1.80, Synergy_Bliss=0.655, Synergy_Loewe=0.603, Synergy_HSA=0.421. (3) Cell line: K-562. Drug 1: C1=CC(=CC=C1C#N)C(C2=CC=C(C=C2)C#N)N3C=NC=N3. Synergy scores: CSS=9.48, Synergy_ZIP=-2.34, Synergy_Bliss=-1.18, Synergy_Loewe=7.69, Synergy_HSA=1.09. Drug 2: C1CNP(=O)(OC1)N(CCCl)CCCl. (4) Drug 1: CC1C(C(CC(O1)OC2CC(CC3=C2C(=C4C(=C3O)C(=O)C5=C(C4=O)C(=CC=C5)OC)O)(C(=O)CO)O)N)O.Cl. Drug 2: C(CN)CNCCSP(=O)(O)O. Cell line: MOLT-4. Synergy scores: CSS=16.3, Synergy_ZIP=-7.68, Synergy_Bliss=-7.11, Synergy_Loewe=-29.1, Synergy_HSA=-6.27. (5) Drug 1: CCCS(=O)(=O)NC1=C(C(=C(C=C1)F)C(=O)C2=CNC3=C2C=C(C=N3)C4=CC=C(C=C4)Cl)F. Drug 2: COCCOC1=C(C=C2C(=C1)C(=NC=N2)NC3=CC=CC(=C3)C#C)OCCOC.Cl. Cell line: RXF 393. Synergy scores: CSS=19.0, Synergy_ZIP=3.78, Synergy_Bliss=8.22, Synergy_Loewe=8.77, Synergy_HSA=9.05. (6) Drug 1: CN(CC1=CN=C2C(=N1)C(=NC(=N2)N)N)C3=CC=C(C=C3)C(=O)NC(CCC(=O)O)C(=O)O. Drug 2: CC(C)NC(=O)C1=CC=C(C=C1)CNNC.Cl. Cell line: HCT116. Synergy scores: CSS=61.6, Synergy_ZIP=3.26, Synergy_Bliss=1.16, Synergy_Loewe=-27.7, Synergy_HSA=0.309.